From a dataset of Reaction yield outcomes from USPTO patents with 853,638 reactions. Predict the reaction yield, written as a fraction of the theoretical maximum amount of product (1.0 means a 100% yield; for example, 0.34 means a 34% yield). The reactants are C([O:8][C@H:9]([CH3:44])[C:10]([NH:12][C:13]1[CH:18]=[C:17]([O:19][C:20]2[C:25]([F:26])=[CH:24][C:23]([NH:27][C:28]([C:30]3([C:33]([NH:35][C:36]4[CH:41]=[CH:40][C:39]([F:42])=[CH:38][CH:37]=4)=[O:34])[CH2:32][CH2:31]3)=[O:29])=[C:22]([F:43])[CH:21]=2)[CH:16]=[CH:15][N:14]=1)=[O:11])C1C=CC=CC=1. The catalyst is CO.[OH-].[OH-].[Pd+2]. The product is [F:43][C:22]1[CH:21]=[C:20]([O:19][C:17]2[CH:16]=[CH:15][N:14]=[C:13]([NH:12][C:10](=[O:11])[C@H:9]([OH:8])[CH3:44])[CH:18]=2)[C:25]([F:26])=[CH:24][C:23]=1[NH:27][C:28]([C:30]1([C:33]([NH:35][C:36]2[CH:37]=[CH:38][C:39]([F:42])=[CH:40][CH:41]=2)=[O:34])[CH2:32][CH2:31]1)=[O:29]. The yield is 0.117.